Dataset: Forward reaction prediction with 1.9M reactions from USPTO patents (1976-2016). Task: Predict the product of the given reaction. (1) The product is: [CH3:8][N:10]([CH3:11])[C:5]1[C:6]([C:8]([NH:10][C:11]2[CH:19]=[C:18]([C:20]3[CH:28]=[CH:27][CH:26]=[C:25]4[C:21]=3[CH:22]=[CH:23][NH:24]4)[CH:17]=[C:16]3[C:12]=2[CH:13]=[N:14][NH:15]3)=[O:9])=[N:7][C:2]([N:7]2[CH2:2][CH2:3][CH2:4][CH2:5][CH2:6]2)=[CH:3][CH:4]=1. Given the reactants Cl[C:2]1[N:7]=[C:6]([C:8]([NH:10][C:11]2[CH:19]=[C:18]([C:20]3[CH:28]=[CH:27][CH:26]=[C:25]4[C:21]=3[CH:22]=[CH:23][NH:24]4)[CH:17]=[C:16]3[C:12]=2[CH:13]=[N:14][NH:15]3)=[O:9])[C:5](F)=[CH:4][CH:3]=1, predict the reaction product. (2) Given the reactants [Cl:1][C:2]1[C:6]([CH3:7])=[C:5]([NH:8][C:9](=[O:17])[C:10]2[CH:15]=[CH:14][C:13]([F:16])=[CH:12][CH:11]=2)[S:4][C:3]=1[C:18]([OH:20])=O.[F:21][C:22]1[CH:28]=[CH:27][C:25]([NH2:26])=[CH:24][CH:23]=1, predict the reaction product. The product is: [Cl:1][C:2]1[C:6]([CH3:7])=[C:5]([NH:8][C:9](=[O:17])[C:10]2[CH:11]=[CH:12][C:13]([F:16])=[CH:14][CH:15]=2)[S:4][C:3]=1[C:18]([NH:26][C:25]1[CH:27]=[CH:28][C:22]([F:21])=[CH:23][CH:24]=1)=[O:20]. (3) Given the reactants [F:1][C:2]1[CH:7]=[CH:6][C:5]([C:8]2[CH:13]=[CH:12][CH:11]=[CH:10][C:9]=2B(O)O)=[CH:4][CH:3]=1.Br[C:18]1[CH:23]=[CH:22][C:21]([S:24]([NH2:27])(=[O:26])=[O:25])=[CH:20][CH:19]=1, predict the reaction product. The product is: [F:1][C:2]1[CH:7]=[CH:6][C:5]([C:8]2[CH:13]=[CH:12][CH:11]=[CH:10][C:9]=2[C:18]2[CH:23]=[CH:22][C:21]([S:24]([NH2:27])(=[O:26])=[O:25])=[CH:20][CH:19]=2)=[CH:4][CH:3]=1. (4) The product is: [NH2:3][O:12][C@@H:13]1[CH2:17][CH2:16][N:15]([C:18]([O:20][C:21]([CH3:24])([CH3:23])[CH3:22])=[O:19])[CH2:14]1. Given the reactants O=C1C2C(=CC=CC=2)C(=O)[N:3]1[O:12][C@@H:13]1[CH2:17][CH2:16][N:15]([C:18]([O:20][C:21]([CH3:24])([CH3:23])[CH3:22])=[O:19])[CH2:14]1.O[C@@H]1CCN(C(OC(C)(C)C)=O)C1.NN, predict the reaction product.